From a dataset of Full USPTO retrosynthesis dataset with 1.9M reactions from patents (1976-2016). Predict the reactants needed to synthesize the given product. (1) Given the product [CH3:17][S:16][C:13]1[S:12][C:11]([C:8]2[CH:9]=[C:10]3[C:5](=[CH:6][CH:7]=2)[N:4]([C:18]([O:20][C:21]([CH3:24])([CH3:23])[CH3:22])=[O:19])[CH:3]=[C:2]3[C:30]2[N:35]=[C:34]([N:36]3[CH2:41][CH2:40][O:39][CH2:38][CH2:37]3)[CH:33]=[CH:32][N:31]=2)=[N:15][N:14]=1, predict the reactants needed to synthesize it. The reactants are: I[C:2]1[C:10]2[C:5](=[CH:6][CH:7]=[C:8]([C:11]3[S:12][C:13]([S:16][CH3:17])=[N:14][N:15]=3)[CH:9]=2)[N:4]([C:18]([O:20][C:21]([CH3:24])([CH3:23])[CH3:22])=[O:19])[CH:3]=1.C([Sn](CCCC)(CCCC)[C:30]1[N:35]=[C:34]([N:36]2[CH2:41][CH2:40][O:39][CH2:38][CH2:37]2)[CH:33]=[CH:32][N:31]=1)CCC. (2) Given the product [Br:36][CH2:1][C:2]1[C:7]([N+:8]([O-:10])=[O:9])=[CH:6][CH:5]=[CH:4][C:3]=1[N:11]1[C:15](=[O:16])[N:14]([CH3:17])[N:13]=[N:12]1, predict the reactants needed to synthesize it. The reactants are: [CH3:1][C:2]1[C:7]([N+:8]([O-:10])=[O:9])=[CH:6][CH:5]=[CH:4][C:3]=1[N:11]1[C:15](=[O:16])[N:14]([CH3:17])[N:13]=[N:12]1.N(C1(C#N)CCCCC1)=NC1(C#N)CCCCC1.[Br:36]N1C(=O)CCC1=O.ClC1C=CC=CC=1. (3) Given the product [F:1][C:2]1[CH:10]=[C:6]2[C:7]([O:9][C:13](=[O:15])[NH:11][C:5]2=[CH:4][CH:3]=1)=[O:8], predict the reactants needed to synthesize it. The reactants are: [F:1][C:2]1[CH:10]=[C:6]([C:7]([OH:9])=[O:8])[C:5]([NH2:11])=[CH:4][CH:3]=1.Cl[C:13](Cl)([O:15]C(=O)OC(Cl)(Cl)Cl)Cl. (4) Given the product [C:10]([O:13][C:14]([N:4]1[CH2:5][C:2]([OH:1])([C:6]([OH:8])=[O:7])[CH2:3]1)=[O:15])([CH3:12])([CH3:11])[CH3:9], predict the reactants needed to synthesize it. The reactants are: [OH:1][C:2]1([C:6]([OH:8])=[O:7])[CH2:5][NH:4][CH2:3]1.[CH3:9][C:10]([O:13][C:14](O[C:14]([O:13][C:10]([CH3:12])([CH3:11])[CH3:9])=[O:15])=[O:15])([CH3:12])[CH3:11].CO.ClCCl. (5) Given the product [F:16][C:12]1[CH:11]=[C:10]([C:7]2[O:6][C:5]([C:3]([NH:38][C:37]([NH2:39])=[NH:36])=[O:2])=[CH:9][CH:8]=2)[CH:15]=[CH:14][CH:13]=1, predict the reactants needed to synthesize it. The reactants are: C[O:2][C:3]([C:5]1[O:6][C:7]([C:10]2[CH:15]=[CH:14][CH:13]=[C:12]([F:16])[CH:11]=2)=[CH:8][CH:9]=1)=O.CS(O)(=O)=O.FC1C=CC=CC=1C1OC(C([NH:36][C:37]([NH2:39])=[NH:38])=O)=CC=1. (6) Given the product [Cl:16][C:12]1[CH:13]=[CH:14][CH:15]=[C:10]([Cl:9])[C:11]=1[C:17]1[S:18][C:19]2[C:24]([NH:6][C:4]([CH:1]3[CH2:3][CH2:2]3)=[O:5])=[N:23][CH:22]=[N:21][C:20]=2[N:29]=1, predict the reactants needed to synthesize it. The reactants are: [CH:1]1([C:4]([NH2:6])=[O:5])[CH2:3][CH2:2]1.[H-].[Na+].[Cl:9][C:10]1[CH:15]=[CH:14][CH:13]=[C:12]([Cl:16])[C:11]=1[C:17]1[S:18][C:19]2[C:24](S(C)(=O)=O)=[N:23][CH:22]=[N:21][C:20]=2[N:29]=1. (7) Given the product [CH2:33]([C:2]1[C:3]([NH:23][CH2:24][C:25]2[CH:30]=[CH:29][C:28]([O:31][CH3:32])=[CH:27][CH:26]=2)=[N:4][C:5]([O:21][CH3:22])=[C:6]([C:8]2[CH:13]=[CH:12][C:11]([O:14][C:15]([F:18])([F:17])[F:16])=[CH:10][C:9]=2[O:19][CH3:20])[N:7]=1)[CH3:34], predict the reactants needed to synthesize it. The reactants are: Br[C:2]1[C:3]([NH:23][CH2:24][C:25]2[CH:30]=[CH:29][C:28]([O:31][CH3:32])=[CH:27][CH:26]=2)=[N:4][C:5]([O:21][CH3:22])=[C:6]([C:8]2[CH:13]=[CH:12][C:11]([O:14][C:15]([F:18])([F:17])[F:16])=[CH:10][C:9]=2[O:19][CH3:20])[N:7]=1.[CH2:33](B(O)O)[CH3:34].C(=O)([O-])[O-].[K+].[K+]. (8) Given the product [CH3:28][S:25]([N:22]1[CH2:21][CH:20]=[C:19]([C:17]2[CH:18]=[C:13]3[CH2:12][CH:11]([CH:8]4[CH2:9][CH2:10][N:5]([C:3]5[N:4]=[C:30]([CH2:31][CH2:32][CH3:33])[O:1][N:2]=5)[CH2:6][CH2:7]4)[O:29][C:14]3=[CH:15][N:16]=2)[CH2:24][CH2:23]1)(=[O:27])=[O:26], predict the reactants needed to synthesize it. The reactants are: [OH:1][NH:2][C:3]([N:5]1[CH2:10][CH2:9][CH:8]([CH:11]2[O:29][C:14]3=[CH:15][N:16]=[C:17]([C:19]4[CH2:20][CH2:21][N:22]([S:25]([CH3:28])(=[O:27])=[O:26])[CH2:23][CH:24]=4)[CH:18]=[C:13]3[CH2:12]2)[CH2:7][CH2:6]1)=[NH:4].[C:30](Cl)(=O)[CH2:31][CH2:32][CH3:33]. (9) The reactants are: C([O:8][C:9]([C:11]1[S:22][C:14]2[N:15]([CH3:21])[C:16](=[O:20])[NH:17][C:18](=[O:19])[C:13]=2[CH:12]=1)=[O:10])C1C=CC=CC=1. Given the product [CH3:21][N:15]1[C:14]2[S:22][C:11]([C:9]([OH:10])=[O:8])=[CH:12][C:13]=2[C:18](=[O:19])[NH:17][C:16]1=[O:20], predict the reactants needed to synthesize it.